From a dataset of Peptide-MHC class I binding affinity with 185,985 pairs from IEDB/IMGT. Regression. Given a peptide amino acid sequence and an MHC pseudo amino acid sequence, predict their binding affinity value. This is MHC class I binding data. (1) The peptide sequence is NELTLIDFYL. The MHC is HLA-B18:01 with pseudo-sequence HLA-B18:01. The binding affinity (normalized) is 0.408. (2) The peptide sequence is RAEDTAVYYCA. The MHC is HLA-A02:03 with pseudo-sequence HLA-A02:03. The binding affinity (normalized) is 0.123. (3) The peptide sequence is GDTLEGAGELI. The MHC is Mamu-A11 with pseudo-sequence Mamu-A11. The binding affinity (normalized) is 0.532. (4) The peptide sequence is NLTQLFKYV. The MHC is HLA-A68:02 with pseudo-sequence HLA-A68:02. The binding affinity (normalized) is 0.226. (5) The peptide sequence is NAMGADYYA. The MHC is HLA-B51:01 with pseudo-sequence HLA-B51:01. The binding affinity (normalized) is 0.0847.